From a dataset of Catalyst prediction with 721,799 reactions and 888 catalyst types from USPTO. Predict which catalyst facilitates the given reaction. (1) Reactant: Cl.[Cl-].[NH2:3][C:4]1[CH:9]=[CH:8][C:7]([N:10]2[CH2:14][CH2:13][CH:12]([N+:15]([CH3:18])([CH3:17])[CH3:16])[CH2:11]2)=[CH:6][CH:5]=1.Cl.[NH2:20][C:21]1[C:22]([Cl:29])=[C:23]([OH:28])[C:24]([CH3:27])=[CH:25][CH:26]=1.[OH-].[NH4+].OO. Product: [Cl-:29].[NH2:20][C:21]1[C:26](=[N:3][C:4]2[CH:5]=[CH:6][C:7]([N:10]3[CH2:14][CH2:13][CH:12]([N+:15]([CH3:18])([CH3:17])[CH3:16])[CH2:11]3)=[CH:8][CH:9]=2)[CH:25]=[C:24]([CH3:27])[C:23](=[O:28])[C:22]=1[Cl:29]. The catalyst class is: 6. (2) Reactant: [CH:1]1([NH2:4])[CH2:3][CH2:2]1.C[Al](C)C.[CH2:9]([N:11]1[C:19]2[C:14](=[N:15][C:16]([C:20](OC)=[O:21])=[CH:17][CH:18]=2)[CH:13]=[C:12]1[C:24](=[O:42])[NH:25][CH:26]([C:31]1[CH:36]=[CH:35][C:34]([F:37])=[C:33]([C:38]([F:41])([F:40])[F:39])[CH:32]=1)[C:27]([F:30])([F:29])[F:28])[CH3:10]. Product: [CH:1]1([NH:4][C:20]([C:16]2[N:15]=[C:14]3[CH:13]=[C:12]([C:24]([NH:25][CH:26]([C:31]4[CH:36]=[CH:35][C:34]([F:37])=[C:33]([C:38]([F:39])([F:40])[F:41])[CH:32]=4)[C:27]([F:29])([F:28])[F:30])=[O:42])[N:11]([CH2:9][CH3:10])[C:19]3=[CH:18][CH:17]=2)=[O:21])[CH2:3][CH2:2]1. The catalyst class is: 4. (3) Reactant: C([O:3][C:4](=[O:10])[CH:5](Cl)[C:6]([CH3:8])=O)C.[CH:11]([NH2:13])=[O:12].[OH-].[Na+]. Product: [CH3:8][C:6]1[N:13]=[CH:11][O:12][C:5]=1[C:4]([OH:3])=[O:10]. The catalyst class is: 25. (4) Reactant: Br[C:2]1[CH:7]=[CH:6][CH:5]=[CH:4][CH:3]=1.C([Li])CCC.[C:13]1([C:19]2[C:32]3[C:23](=[C:24]4[C:29](=[CH:30][CH:31]=3)[C:28]([C:33]3[CH:38]=[CH:37][CH:36]=[CH:35][CH:34]=3)=[CH:27][CH:26]=[N:25]4)[N:22]=[CH:21][CH:20]=2)[CH:18]=[CH:17][CH:16]=[CH:15][CH:14]=1.O. Product: [C:2]1([C:26]2[CH:27]=[C:28]([C:33]3[CH:38]=[CH:37][CH:36]=[CH:35][CH:34]=3)[C:29]3[C:24](=[C:23]4[C:32](=[CH:31][CH:30]=3)[C:19]([C:13]3[CH:14]=[CH:15][CH:16]=[CH:17][CH:18]=3)=[CH:20][CH:21]=[N:22]4)[N:25]=2)[CH:7]=[CH:6][CH:5]=[CH:4][CH:3]=1. The catalyst class is: 1. (5) Reactant: [Cl:1][C:2]1[C:3](/[CH:16]=[C:17](\[CH3:21])/[C:18]([OH:20])=[O:19])=[C:4]([O:14]C)[C:5]2[C:10]([C:11]=1[O:12]C)=[CH:9][CH:8]=[CH:7][CH:6]=2.BrC1C(=O)C2C(=CC=CC=2)C(=O)C=1/C=C(\C)/C(O)=O. Product: [Cl:1][C:2]1[C:11](=[O:12])[C:10]2[C:5](=[CH:6][CH:7]=[CH:8][CH:9]=2)[C:4](=[O:14])[C:3]=1/[CH:16]=[C:17](\[CH3:21])/[C:18]([OH:20])=[O:19]. The catalyst class is: 21. (6) Reactant: [OH:1][CH2:2][C:3]1[CH:4]=[C:5]([OH:9])[CH:6]=[CH:7][CH:8]=1.C([O-])([O-])=O.[Cs+].[Cs+].[CH3:16][O:17][CH2:18][CH2:19]Br. Product: [CH3:16][O:17][CH2:18][CH2:19][O:9][C:5]1[CH:4]=[C:3]([CH2:2][OH:1])[CH:8]=[CH:7][CH:6]=1. The catalyst class is: 23. (7) Reactant: [CH:1]1([NH:4][C:5](=[O:19])[C:6]2[CH:11]=[C:10](/[CH:12]=[CH:13]/[CH2:14][O:15][CH3:16])[CH:9]=[C:8]([CH3:17])[C:7]=2[CH3:18])[CH2:3][CH2:2]1.C. Product: [CH:1]1([NH:4][C:5](=[O:19])[C:6]2[CH:11]=[C:10]([CH2:12][CH2:13][CH2:14][O:15][CH3:16])[CH:9]=[C:8]([CH3:17])[C:7]=2[CH3:18])[CH2:2][CH2:3]1. The catalyst class is: 99. (8) Reactant: C(N[CH:5]([CH3:7])[CH3:6])(C)C.[CH2:8]([Li])[CH2:9][CH2:10][CH3:11].CN1[CH2:18][CH2:17]N(C)C1=O.[CH:21]1([C:25]#[N:26])[CH2:24][CH2:23][CH2:22]1.Cl.[CH2:28]1[CH2:32][O:31][CH2:30][CH2:29]1. Product: [CH:29]1([CH2:30][O:31][CH2:32][CH2:28][C:6]2[CH:5]=[CH:7][C:10]([CH2:11][C:21]3([C:25]#[N:26])[CH2:24][CH2:23][CH2:22]3)=[CH:9][CH:8]=2)[CH2:18][CH2:17]1. The catalyst class is: 6. (9) Reactant: C([O:3][C:4]([C@H:6]1[CH2:11][CH2:10][C@H:9]([CH2:12][NH:13][C:14]([N:16]2[CH2:21][CH2:20][C:19]3([C:29]4[C:24](=[CH:25][CH:26]=[CH:27][CH:28]=4)[C:23](=[O:30])[O:22]3)[CH2:18][CH2:17]2)=[O:15])[CH2:8][CH2:7]1)=[O:5])C.O.O[Li].O. Product: [C:4]([C@H:6]1[CH2:7][CH2:8][C@H:9]([CH2:12][NH:13][C:14]([N:16]2[CH2:17][CH2:18][C:19]3([C:29]4[C:24](=[CH:25][CH:26]=[CH:27][CH:28]=4)[C:23](=[O:30])[O:22]3)[CH2:20][CH2:21]2)=[O:15])[CH2:10][CH2:11]1)([OH:5])=[O:3]. The catalyst class is: 1.